From a dataset of Catalyst prediction with 721,799 reactions and 888 catalyst types from USPTO. Predict which catalyst facilitates the given reaction. (1) Reactant: [CH3:1][N:2]([CH2:4][C:5]1[N:9]2[CH:10]=[C:11]([N:24]3[CH:29]=[CH:28][CH:27]=[CH:26][C:25]3=[O:30])[CH:12]=[C:13]([O:14][CH2:15][C:16]3[C:21]([CH3:22])=[CH:20][CH:19]=[CH:18][C:17]=3[CH3:23])[C:8]2=[N:7][C:6]=1[CH3:31])[CH3:3].[I:32][CH3:33]. Product: [I-:32].[CH3:22][C:21]1[CH:20]=[CH:19][CH:18]=[C:17]([CH3:23])[C:16]=1[CH2:15][O:14][C:13]1[C:8]2[N:9]([C:5]([CH2:4][N+:2]([CH3:33])([CH3:3])[CH3:1])=[C:6]([CH3:31])[N:7]=2)[CH:10]=[C:11]([N:24]2[CH:29]=[CH:28][CH:27]=[CH:26][C:25]2=[O:30])[CH:12]=1. The catalyst class is: 8. (2) Reactant: S(=O)(=O)(O)O.[CH3:6][O:7][C:8]1[CH:13]=[CH:12][C:11]([OH:14])=[CH:10][C:9]=1[CH3:15].[C:16](O)([CH3:19])([CH3:18])[CH3:17]. The catalyst class is: 15. Product: [C:16]([C:12]1[CH:13]=[C:8]([O:7][CH3:6])[C:9]([CH3:15])=[CH:10][C:11]=1[OH:14])([CH3:19])([CH3:18])[CH3:17]. (3) Reactant: [NH2:1][C:2]1[CH:30]=[CH:29][C:5]([O:6][C:7]2[CH:12]=[CH:11][N:10]=[C:9]([NH:13][C:14]([N:16]3[CH2:21][CH2:20][CH:19]([N:22]4[CH2:27][CH2:26][N:25]([CH3:28])[CH2:24][CH2:23]4)[CH2:18][CH2:17]3)=[O:15])[CH:8]=2)=[C:4]([F:31])[CH:3]=1.[C:32]1([CH2:38][C:39]([N:41]=[C:42]=[O:43])=[O:40])[CH:37]=[CH:36][CH:35]=[CH:34][CH:33]=1. Product: [F:31][C:4]1[CH:3]=[C:2]([NH:1][C:42]([NH:41][C:39](=[O:40])[CH2:38][C:32]2[CH:33]=[CH:34][CH:35]=[CH:36][CH:37]=2)=[O:43])[CH:30]=[CH:29][C:5]=1[O:6][C:7]1[CH:12]=[CH:11][N:10]=[C:9]([NH:13][C:14]([N:16]2[CH2:21][CH2:20][CH:19]([N:22]3[CH2:23][CH2:24][N:25]([CH3:28])[CH2:26][CH2:27]3)[CH2:18][CH2:17]2)=[O:15])[CH:8]=1. The catalyst class is: 188. (4) Reactant: [C:1]([O:5][C:6](=[O:17])[NH:7][CH2:8][CH2:9][C:10]1[CH:15]=[CH:14][CH:13]=[CH:12][C:11]=1Br)([CH3:4])([CH3:3])[CH3:2].[B:18]1([B:18]2[O:22][C:21]([CH3:24])([CH3:23])[C:20]([CH3:26])([CH3:25])[O:19]2)[O:22][C:21]([CH3:24])([CH3:23])[C:20]([CH3:26])([CH3:25])[O:19]1.C([O-])(=O)C.[K+]. Product: [C:1]([O:5][C:6](=[O:17])[NH:7][CH2:8][CH2:9][C:10]1[CH:15]=[CH:14][CH:13]=[CH:12][C:11]=1[B:18]1[O:22][C:21]([CH3:24])([CH3:23])[C:20]([CH3:26])([CH3:25])[O:19]1)([CH3:4])([CH3:3])[CH3:2]. The catalyst class is: 75. (5) Reactant: C([N:8]1[CH:13]=[CH:12][C:11](=O)[C:10]2[C:15]([C:24]3[CH:29]=[CH:28][C:27]([CH2:30][CH3:31])=[CH:26][CH:25]=3)=[C:16]([C:18]3[CH:23]=[CH:22][CH:21]=[CH:20][CH:19]=3)[O:17][C:9]1=2)C1C=CC=CC=1.CN(C=O)C.C(Cl)(=O)C([Cl:40])=O. Product: [Cl:40][C:11]1[CH:12]=[CH:13][N:8]=[C:9]2[O:17][C:16]([C:18]3[CH:19]=[CH:20][CH:21]=[CH:22][CH:23]=3)=[C:15]([C:24]3[CH:25]=[CH:26][C:27]([CH2:30][CH3:31])=[CH:28][CH:29]=3)[C:10]=12. The catalyst class is: 22.